The task is: Predict the reactants needed to synthesize the given product.. This data is from Full USPTO retrosynthesis dataset with 1.9M reactions from patents (1976-2016). Given the product [CH2:8]([O:10][C:11]([N:13]1[CH2:18][CH2:17][N:16]([C:19](=[O:45])[C@@H:20]([NH:23][C:24]([C:26]2[CH:30]=[C:29]([O:31][CH2:32][C:33](=[O:38])[C:34]([CH3:37])([CH3:36])[CH3:35])[N:28]([C:39]3[CH:40]=[CH:41][CH:42]=[CH:43][CH:44]=3)[N:27]=2)=[O:25])[CH2:21][NH:22][C:50]2[C:51](=[O:56])[C:52](=[O:53])[C:49]=2[O:48][CH2:46][CH3:47])[CH2:15][CH2:14]1)=[O:12])[CH3:9], predict the reactants needed to synthesize it. The reactants are: FC(F)(F)C(O)=O.[CH2:8]([O:10][C:11]([N:13]1[CH2:18][CH2:17][N:16]([C:19](=[O:45])[C@@H:20]([NH:23][C:24]([C:26]2[CH:30]=[C:29]([O:31][CH2:32][C:33](=[O:38])[C:34]([CH3:37])([CH3:36])[CH3:35])[N:28]([C:39]3[CH:44]=[CH:43][CH:42]=[CH:41][CH:40]=3)[N:27]=2)=[O:25])[CH2:21][NH2:22])[CH2:15][CH2:14]1)=[O:12])[CH3:9].[CH2:46]([O:48][C:49]1[C:50](=O)[C:51](=[O:56])[C:52]=1[O:53]CC)[CH3:47].